From a dataset of Forward reaction prediction with 1.9M reactions from USPTO patents (1976-2016). Predict the product of the given reaction. (1) Given the reactants [CH3:1][O:2][C:3]1[CH:4]=[C:5]2[C:9](=[CH:10][CH:11]=1)[N:8]([CH3:12])[N:7]=[C:6]2[C:13]1[N:14]=[C:15]2[C:21]([CH:22]=[O:23])=[CH:20][N:19]([CH2:24][O:25][CH2:26][CH2:27][Si:28]([CH3:31])([CH3:30])[CH3:29])[C:16]2=[N:17][CH:18]=1.S(=O)(=O)([OH:34])N.Cl([O-])=O.[Na+].OP([O-])(O)=O.[K+], predict the reaction product. The product is: [CH3:1][O:2][C:3]1[CH:4]=[C:5]2[C:9](=[CH:10][CH:11]=1)[N:8]([CH3:12])[N:7]=[C:6]2[C:13]1[N:14]=[C:15]2[C:21]([C:22]([OH:34])=[O:23])=[CH:20][N:19]([CH2:24][O:25][CH2:26][CH2:27][Si:28]([CH3:30])([CH3:29])[CH3:31])[C:16]2=[N:17][CH:18]=1. (2) Given the reactants [F:1][C:2]1[CH:7]=[CH:6][C:5]([C:8]2[CH:9]=[C:10]([CH2:19]OS(C)(=O)=O)[C:11](=[O:18])[N:12]([CH2:14][CH:15]([CH3:17])[CH3:16])[N:13]=2)=[CH:4][C:3]=1[CH3:25].[N:26]1([C:32]([O:34][C:35]([CH3:38])([CH3:37])[CH3:36])=[O:33])[CH2:31][CH2:30][NH:29][CH2:28][CH2:27]1, predict the reaction product. The product is: [C:35]([O:34][C:32]([N:26]1[CH2:31][CH2:30][N:29]([CH2:19][C:10]2[C:11](=[O:18])[N:12]([CH2:14][CH:15]([CH3:17])[CH3:16])[N:13]=[C:8]([C:5]3[CH:6]=[CH:7][C:2]([F:1])=[C:3]([CH3:25])[CH:4]=3)[CH:9]=2)[CH2:28][CH2:27]1)=[O:33])([CH3:38])([CH3:36])[CH3:37]. (3) Given the reactants [CH:1]1([CH2:4][N:5]2[CH:14]([CH3:15])[CH2:13][C:12]3[C:11]([NH2:16])=[CH:10][CH:9]=[CH:8][C:7]=3[CH2:6]2)[CH2:3][CH2:2]1.O.[C:18]([OH:22])(=[O:21])[CH:19]=O.[BH3-]C#N.[Na+].O, predict the reaction product. The product is: [CH:1]1([CH2:4][N:5]2[CH:14]([CH3:15])[CH2:13][C:12]3[C:7](=[CH:8][CH:9]=[CH:10][C:11]=3[NH:16][CH2:19][C:18]([OH:22])=[O:21])[CH2:6]2)[CH2:2][CH2:3]1. (4) Given the reactants Cl[CH2:2][C:3]([N:5]1[C:13]2[C:8](=[CH:9][C:10]([O:14][CH2:15][C:16]3[S:17][C:18]([C:27]([F:30])([F:29])[F:28])=[C:19]([C:21]4[CH:26]=[CH:25][CH:24]=[CH:23][CH:22]=4)[CH:20]=3)=[CH:11][CH:12]=2)[CH2:7][CH2:6]1)=[O:4].Cl.[CH2:32]([O:34][C:35]([CH:37]1[CH2:41][CH2:40][NH:39][CH2:38]1)=[O:36])[CH3:33], predict the reaction product. The product is: [CH2:32]([O:34][C:35]([CH:37]1[CH2:41][CH2:40][N:39]([CH2:2][C:3](=[O:4])[N:5]2[C:13]3[C:8](=[CH:9][C:10]([O:14][CH2:15][C:16]4[S:17][C:18]([C:27]([F:30])([F:29])[F:28])=[C:19]([C:21]5[CH:26]=[CH:25][CH:24]=[CH:23][CH:22]=5)[CH:20]=4)=[CH:11][CH:12]=3)[CH2:7][CH2:6]2)[CH2:38]1)=[O:36])[CH3:33].